Dataset: Forward reaction prediction with 1.9M reactions from USPTO patents (1976-2016). Task: Predict the product of the given reaction. Given the reactants S(=O)(=O)(O)O.[NH2:6][C:7]1[CH:8]=[N:9][N:10]([CH2:13][CH2:14][OH:15])[C:11]=1[NH2:12].C(N(CC)CC)C.[C:23]([O:27][C:28]([NH:30][C:31]([NH:40][C:41]([O:43][C:44]([CH3:47])([CH3:46])[CH3:45])=[O:42])=NS(C(F)(F)F)(=O)=O)=[O:29])([CH3:26])([CH3:25])[CH3:24], predict the reaction product. The product is: [NH2:12][C:11]1[N:10]([CH2:13][CH2:14][OH:15])[N:9]=[CH:8][C:7]=1[NH:6][C:31]([NH:30][C:28]([O:27][C:23]([CH3:26])([CH3:25])[CH3:24])=[O:29])=[N:40][C:41]([O:43][C:44]([CH3:47])([CH3:46])[CH3:45])=[O:42].